From a dataset of Reaction yield outcomes from USPTO patents with 853,638 reactions. Predict the reaction yield, written as a fraction of the theoretical maximum amount of product (1.0 means a 100% yield; for example, 0.34 means a 34% yield). (1) The reactants are C(OC([N:8]1[CH2:13][CH2:12][CH:11]([N:14]2[CH:18]=[C:17]([NH:19][C:20]([C:22]3[CH:23]=[N:24][N:25]4[CH:30]=[CH:29][CH:28]=[N:27][C:26]=34)=[O:21])[C:16]([C:31]3[CH:36]=[C:35]([Cl:37])[CH:34]=[CH:33][C:32]=3[O:38][CH:39]([F:41])[F:40])=[N:15]2)[CH2:10][CH2:9]1)=O)(C)(C)C.C(O)(C(F)(F)F)=O.Cl. The catalyst is C(Cl)Cl.CO. The product is [ClH:37].[Cl:37][C:35]1[CH:34]=[CH:33][C:32]([O:38][CH:39]([F:40])[F:41])=[C:31]([C:16]2[C:17]([NH:19][C:20]([C:22]3[CH:23]=[N:24][N:25]4[CH:30]=[CH:29][CH:28]=[N:27][C:26]=34)=[O:21])=[CH:18][N:14]([CH:11]3[CH2:10][CH2:9][NH:8][CH2:13][CH2:12]3)[N:15]=2)[CH:36]=1. The yield is 0.280. (2) The reactants are [C:1]([C:5]1[CH:6]=[C:7]([C:16]2[CH:21]=[CH:20][C:19]([C:22]([O:24]CC)=[O:23])=[CH:18][CH:17]=2)[CH:8]=[C:9]([C:12]([CH3:15])([CH3:14])[CH3:13])[C:10]=1[OH:11])([CH3:4])([CH3:3])[CH3:2]. The catalyst is C(O)C. The product is [C:12]([C:9]1[CH:8]=[C:7]([C:16]2[CH:17]=[CH:18][C:19]([C:22]([OH:24])=[O:23])=[CH:20][CH:21]=2)[CH:6]=[C:5]([C:1]([CH3:4])([CH3:3])[CH3:2])[C:10]=1[OH:11])([CH3:13])([CH3:14])[CH3:15]. The yield is 0.470. (3) The reactants are C(=O)([O-])[O-].[K+].[K+].Br[C:8]1[S:9][CH:10]=[CH:11][N:12]=1.[C:13]([O:17][C:18](=[O:26])[NH:19][CH:20]1[CH2:25][CH2:24][NH:23][CH2:22][CH2:21]1)([CH3:16])([CH3:15])[CH3:14]. The catalyst is CN(C=O)C. The product is [C:13]([O:17][C:18](=[O:26])[NH:19][CH:20]1[CH2:25][CH2:24][N:23]([C:8]2[S:9][CH:10]=[CH:11][N:12]=2)[CH2:22][CH2:21]1)([CH3:16])([CH3:14])[CH3:15]. The yield is 0.270. (4) The reactants are [C:1]1([C@H:7]([OH:9])[CH3:8])[CH:6]=[CH:5][CH:4]=[CH:3][CH:2]=1.C([C:17]1[NH:18][CH:19]=[CH:20][N:21]=1)([C:17]1[NH:18][CH:19]=[CH:20][N:21]=1)=O.C[CH2:23][O:24]C(C)=O. No catalyst specified. The product is [N:18]1([C:23]([O:9][C@@H:7]([C:1]2[CH:6]=[CH:5][CH:4]=[CH:3][CH:2]=2)[CH3:8])=[O:24])[CH:19]=[CH:20][N:21]=[CH:17]1. The yield is 0.960. (5) The reactants are [CH3:1][C:2]1[CH:7]=[CH:6][C:5]([N+:8]([O-:10])=[O:9])=[CH:4][C:3]=1[C:11]([F:14])([F:13])[F:12].C1C(=O)N([Br:22])C(=O)C1.CC(N=NC(C#N)(C)C)(C#N)C. No catalyst specified. The product is [Br:22][CH2:1][C:2]1[CH:7]=[CH:6][C:5]([N+:8]([O-:10])=[O:9])=[CH:4][C:3]=1[C:11]([F:12])([F:13])[F:14]. The yield is 0.980.